From a dataset of Forward reaction prediction with 1.9M reactions from USPTO patents (1976-2016). Predict the product of the given reaction. (1) Given the reactants [CH2:1]([CH:3]1[O:5][CH2:4]1)[F:2].[N+:6]([C:9]1[CH:14]=[CH:13][C:12]([N:15]2[CH2:20][CH2:19][NH:18][CH2:17][CH2:16]2)=[CH:11][CH:10]=1)([O-:8])=[O:7], predict the reaction product. The product is: [F:2][CH2:1][CH:3]([OH:5])[CH2:4][N:18]1[CH2:19][CH2:20][N:15]([C:12]2[CH:11]=[CH:10][C:9]([N+:6]([O-:8])=[O:7])=[CH:14][CH:13]=2)[CH2:16][CH2:17]1. (2) The product is: [Cl:24][C:20]1[C:19]([F:25])=[C:18]([C@@H:17]2[C@:16]([C:28]3[CH:33]=[CH:32][C:31]([Cl:34])=[CH:30][C:29]=3[F:35])([C:26]#[N:27])[C@H:15]([CH2:36][C:37]([CH3:40])([CH3:39])[CH3:38])[N:14]([CH2:41][CH:42]3[CH2:44][CH2:43]3)[C@H:13]2[C:11]([NH:10][C:7]2[CH:8]=[CH:9][C:4]([C:3]([OH:47])=[O:2])=[C:5]([O:45][CH3:46])[CH:6]=2)=[O:12])[CH:23]=[CH:22][CH:21]=1. Given the reactants C[O:2][C:3](=[O:47])[C:4]1[CH:9]=[CH:8][C:7]([NH:10][C:11]([C@H:13]2[C@H:17]([C:18]3[CH:23]=[CH:22][CH:21]=[C:20]([Cl:24])[C:19]=3[F:25])[C@:16]([C:28]3[CH:33]=[CH:32][C:31]([Cl:34])=[CH:30][C:29]=3[F:35])([C:26]#[N:27])[C@H:15]([CH2:36][C:37]([CH3:40])([CH3:39])[CH3:38])[N:14]2[CH2:41][CH:42]2[CH2:44][CH2:43]2)=[O:12])=[CH:6][C:5]=1[O:45][CH3:46].[Li+].[OH-], predict the reaction product. (3) Given the reactants [OH-].[Na+].C([O:5][C:6]([C:8]1[CH:33]=[CH:32][C:11]2[CH2:12][C@@H:13]3[C@@H:18]([CH3:19])[C@:17]([CH3:20])([C:10]=2[CH:9]=1)[CH2:16][CH2:15][N:14]3[C:21]([C:23]1[CH:31]=[CH:30][C:26]2[N:27]=[CH:28][NH:29][C:25]=2[CH:24]=1)=[O:22])=[O:7])C.Cl, predict the reaction product. The product is: [N:27]1[C:26]2[CH:30]=[CH:31][C:23]([C:21]([N:14]3[CH2:15][CH2:16][C@:17]4([CH3:20])[C@H:18]([CH3:19])[C@H:13]3[CH2:12][C:11]3[CH:32]=[CH:33][C:8]([C:6]([OH:7])=[O:5])=[CH:9][C:10]=34)=[O:22])=[CH:24][C:25]=2[NH:29][CH:28]=1. (4) Given the reactants [CH3:1][O:2][C:3]1[CH:4]=[C:5]([C:11]2[C@H:20]3[C@H:15]([CH2:16][CH2:17][CH2:18][CH2:19]3)[C:14](=[O:21])[N:13]([CH:22]3[CH2:27][CH2:26][N:25]([C:28](=[O:45])[C@@H:29]([NH:37]C(=O)OC(C)(C)C)[CH2:30][C:31]4[CH:36]=[CH:35][CH:34]=[CH:33][CH:32]=4)[CH2:24][CH2:23]3)[N:12]=2)[CH:6]=[CH:7][C:8]=1[O:9][CH3:10].[ClH:46], predict the reaction product. The product is: [ClH:46].[NH2:37][C@@H:29]([CH2:30][C:31]1[CH:32]=[CH:33][CH:34]=[CH:35][CH:36]=1)[C:28]([N:25]1[CH2:24][CH2:23][CH:22]([N:13]2[N:12]=[C:11]([C:5]3[CH:6]=[CH:7][C:8]([O:9][CH3:10])=[C:3]([O:2][CH3:1])[CH:4]=3)[C@H:20]3[C@H:15]([CH2:16][CH2:17][CH2:18][CH2:19]3)[C:14]2=[O:21])[CH2:27][CH2:26]1)=[O:45]. (5) Given the reactants Cl[C:2]1[N:7]=[C:6]([C:8]2[N:12]([CH3:13])[C:11]([CH3:14])=[N:10][CH:9]=2)[C:5]([F:15])=[CH:4][N:3]=1.[NH2:16][C:17]1[CH:22]=[CH:21][C:20]([C:23]([C:25]2[CH:30]=[CH:29][CH:28]=[CH:27][CH:26]=2)=[O:24])=[CH:19][CH:18]=1, predict the reaction product. The product is: [CH3:13][N:12]1[C:8]([C:6]2[C:5]([F:15])=[CH:4][N:3]=[C:2]([NH:16][C:17]3[CH:18]=[CH:19][C:20]([C:23]([C:25]4[CH:26]=[CH:27][CH:28]=[CH:29][CH:30]=4)=[O:24])=[CH:21][CH:22]=3)[N:7]=2)=[CH:9][N:10]=[C:11]1[CH3:14].